Dataset: Reaction yield outcomes from USPTO patents with 853,638 reactions. Task: Predict the reaction yield, written as a fraction of the theoretical maximum amount of product (1.0 means a 100% yield; for example, 0.34 means a 34% yield). (1) The reactants are Cl[C:2]1[N:7]=[C:6]([O:8][CH3:9])[N:5]=[C:4]([NH:10][NH:11][C:12](=[O:32])[C@H:13]([CH2:26][CH:27]2[CH2:31][CH2:30][CH2:29][CH2:28]2)[CH2:14][N:15]([O:18][CH2:19][C:20]2[CH:25]=[CH:24][CH:23]=[CH:22][CH:21]=2)[CH:16]=[O:17])[C:3]=1[F:33].[CH2:34]([N:36]1[CH2:41][CH2:40][NH:39][CH2:38][CH2:37]1)[CH3:35].C(N(C(C)C)CC)(C)C. The catalyst is CS(C)=O. The product is [CH:27]1([CH2:26][C@@H:13]([C:12]([NH:11][NH:10][C:4]2[C:3]([F:33])=[C:2]([N:39]3[CH2:40][CH2:41][N:36]([CH2:34][CH3:35])[CH2:37][CH2:38]3)[N:7]=[C:6]([O:8][CH3:9])[N:5]=2)=[O:32])[CH2:14][N:15]([O:18][CH2:19][C:20]2[CH:25]=[CH:24][CH:23]=[CH:22][CH:21]=2)[CH:16]=[O:17])[CH2:31][CH2:30][CH2:29][CH2:28]1. The yield is 0.830. (2) The yield is 0.220. The reactants are [CH2:1]1[CH2:6][C@H:5]([C:7]([OH:9])=[O:8])[CH2:4][CH2:3][C@H:2]1[CH2:10][NH2:11].Cl[Si](C)(C)C.CN1CCOCC1.Cl[CH:25]([O:27][C:28](Cl)=[O:29])[CH3:26].[C:31]([OH:34])(=[O:33])[CH3:32]. The catalyst is ClCCl. The product is [C:31]([O:34][CH:25]([O:27][C:28]([NH:11][CH2:10][C@H:2]1[CH2:3][CH2:4][C@H:5]([C:7]([OH:9])=[O:8])[CH2:6][CH2:1]1)=[O:29])[CH3:26])(=[O:33])[CH3:32]. (3) The reactants are [Cl:1][C:2]1[CH:3]=[C:4]([C:8]2[O:12][N:11]=[C:10]([CH:13](O)[CH3:14])[N:9]=2)[CH:5]=[CH:6][CH:7]=1.O=S(Cl)[Cl:18]. The catalyst is CN(C=O)C. The product is [Cl:18][CH:13]([C:10]1[N:9]=[C:8]([C:4]2[CH:5]=[CH:6][CH:7]=[C:2]([Cl:1])[CH:3]=2)[O:12][N:11]=1)[CH3:14]. The yield is 0.930. (4) The reactants are [NH2:1][C:2]1[C:7]([C:8]2[N:17]([C:18]3[CH:23]=[CH:22][C:21]([C:24]4([NH:28][C:29](=[O:35])[O:30][C:31]([CH3:34])([CH3:33])[CH3:32])[CH2:27][CH2:26][CH2:25]4)=[CH:20][CH:19]=3)[C:11]3=[N:12][C:13](Cl)=[CH:14][CH:15]=[C:10]3[N:9]=2)=[CH:6][CH:5]=[CH:4][N:3]=1.[CH2:36]([O:43][CH2:44][C@H:45]1[O:50][CH2:49][CH2:48][N:47]([C:51]2[CH:56]=[CH:55][CH:54]=[C:53](B3OC(C)(C)C(C)(C)O3)[CH:52]=2)[CH2:46]1)[C:37]1[CH:42]=[CH:41][CH:40]=[CH:39][CH:38]=1.[OH-].[Na+]. The catalyst is COCCOC.C(Cl)Cl.CC(P(C(C)(C)C)C1C=CC(N(C)C)=CC=1)(C)C.CC(P(C(C)(C)C)C1C=CC(N(C)C)=CC=1)(C)C.Cl[Pd]Cl. The product is [NH2:1][C:2]1[C:7]([C:8]2[N:17]([C:18]3[CH:23]=[CH:22][C:21]([C:24]4([NH:28][C:29](=[O:35])[O:30][C:31]([CH3:34])([CH3:33])[CH3:32])[CH2:27][CH2:26][CH2:25]4)=[CH:20][CH:19]=3)[C:11]3=[N:12][C:13]([C:55]4[CH:54]=[CH:53][CH:52]=[C:51]([N:47]5[CH2:48][CH2:49][O:50][C@H:45]([CH2:44][O:43][CH2:36][C:37]6[CH:42]=[CH:41][CH:40]=[CH:39][CH:38]=6)[CH2:46]5)[CH:56]=4)=[CH:14][CH:15]=[C:10]3[N:9]=2)=[CH:6][CH:5]=[CH:4][N:3]=1. The yield is 0.479. (5) The yield is 0.370. The catalyst is CC(N(C)C)=O.C([O-])(=O)C.[Pd+2].C([O-])(=O)C. The product is [CH2:54]([O:53][C:50]1[CH:49]=[CH:48][C:47]([C:5]2[S:1][C:2]([C:6]3[CH:7]=[CH:8][C:9]([CH:10]=[O:11])=[CH:12][CH:13]=3)=[N:3][CH:4]=2)=[CH:52][CH:51]=1)[CH2:55][CH2:56][CH2:57][CH2:58][CH2:59][CH3:60]. The reactants are [S:1]1[CH:5]=[CH:4][N:3]=[C:2]1[C:6]1[CH:13]=[CH:12][C:9]([CH:10]=[O:11])=[CH:8][CH:7]=1.C1(P(C2CCCCC2)C2CCCCC2)CCCCC1.C(O)(=O)C(C)(C)C.C(=O)([O-])[O-].[K+].[K+].Br[C:47]1[CH:52]=[CH:51][C:50]([O:53][CH2:54][CH2:55][CH2:56][CH2:57][CH2:58][CH2:59][CH3:60])=[CH:49][CH:48]=1. (6) The reactants are [N+:1]([C:4]1[CH:5]=[CH:6][C:7]([O:12][CH2:13][CH2:14][CH3:15])=[C:8]([CH:11]=1)[CH:9]=[O:10])([O-:3])=[O:2].OCC1C=C([N+]([O-])=O)C=CC=1O. No catalyst specified. The product is [N+:1]([C:4]1[CH:5]=[CH:6][C:7]([O:12][CH2:13][CH2:14][CH3:15])=[C:8]([CH:11]=1)[CH2:9][OH:10])([O-:3])=[O:2]. The yield is 0.930. (7) No catalyst specified. The product is [CH3:8][C:7]1[O:6][N:5]=[C:4]([C:9]2[CH:14]=[CH:13][CH:12]=[CH:11][CH:10]=2)[C:3]=1[C:1]#[C:2][C:16]1[N:17]([CH3:27])[C:18]([C:21]2[CH:26]=[CH:25][CH:24]=[CH:23][CH:22]=2)=[CH:19][N:20]=1. The yield is 0.520. The reactants are [C:1]([C:3]1[C:4]([C:9]2[CH:14]=[CH:13][CH:12]=[CH:11][CH:10]=2)=[N:5][O:6][C:7]=1[CH3:8])#[CH:2].I[C:16]1[N:17]([CH3:27])[C:18]([C:21]2[CH:26]=[CH:25][CH:24]=[CH:23][CH:22]=2)=[CH:19][N:20]=1.